Dataset: Catalyst prediction with 721,799 reactions and 888 catalyst types from USPTO. Task: Predict which catalyst facilitates the given reaction. Reactant: [NH2:1][C:2]1[C:6]([C:7]#[N:8])=[CH:5][NH:4][N:3]=1.F[C:10]1[CH:15]=[CH:14][C:13]([N+:16]([O-:18])=[O:17])=[CH:12][CH:11]=1.C(=O)([O-])[O-].[K+].[K+].O. The catalyst class is: 16. Product: [NH2:1][C:2]1[C:6]([C:7]#[N:8])=[CH:5][N:4]([C:10]2[CH:15]=[CH:14][C:13]([N+:16]([O-:18])=[O:17])=[CH:12][CH:11]=2)[N:3]=1.